This data is from NCI-60 drug combinations with 297,098 pairs across 59 cell lines. The task is: Regression. Given two drug SMILES strings and cell line genomic features, predict the synergy score measuring deviation from expected non-interaction effect. (1) Drug 1: C1CC(=O)NC(=O)C1N2CC3=C(C2=O)C=CC=C3N. Drug 2: C1=CN(C=N1)CC(O)(P(=O)(O)O)P(=O)(O)O. Cell line: MDA-MB-435. Synergy scores: CSS=1.06, Synergy_ZIP=6.20, Synergy_Bliss=0.870, Synergy_Loewe=-0.137, Synergy_HSA=-1.06. (2) Drug 1: C1=CC(=C(C=C1I)F)NC2=C(C=CC(=C2F)F)C(=O)NOCC(CO)O. Drug 2: CN1C=C(C=N1)C2=C3N=C(C(=C(N3N=C2)N)Br)C4CCCNC4. Cell line: NCIH23. Synergy scores: CSS=69.7, Synergy_ZIP=-2.58, Synergy_Bliss=-5.73, Synergy_Loewe=-0.822, Synergy_HSA=1.89. (3) Drug 1: C1CN1C2=NC(=NC(=N2)N3CC3)N4CC4. Cell line: SF-268. Drug 2: COC1=C(C=C2C(=C1)N=CN=C2NC3=CC(=C(C=C3)F)Cl)OCCCN4CCOCC4. Synergy scores: CSS=15.2, Synergy_ZIP=-10.5, Synergy_Bliss=-2.43, Synergy_Loewe=-14.4, Synergy_HSA=-3.85. (4) Drug 1: C1CC(=O)NC(=O)C1N2CC3=C(C2=O)C=CC=C3N. Drug 2: C1=NC2=C(N1)C(=S)N=C(N2)N. Cell line: HCT116. Synergy scores: CSS=45.7, Synergy_ZIP=2.12, Synergy_Bliss=1.10, Synergy_Loewe=-23.2, Synergy_HSA=1.45. (5) Drug 1: C1=CC(=C2C(=C1NCCNCCO)C(=O)C3=C(C=CC(=C3C2=O)O)O)NCCNCCO. Drug 2: C1CC(=O)NC(=O)C1N2C(=O)C3=CC=CC=C3C2=O. Cell line: MDA-MB-231. Synergy scores: CSS=37.2, Synergy_ZIP=4.15, Synergy_Bliss=3.20, Synergy_Loewe=-7.18, Synergy_HSA=3.53. (6) Synergy scores: CSS=0.768, Synergy_ZIP=-0.346, Synergy_Bliss=-0.474, Synergy_Loewe=0.607, Synergy_HSA=-0.595. Drug 2: C1=NC2=C(N=C(N=C2N1C3C(C(C(O3)CO)O)F)Cl)N. Cell line: UACC-257. Drug 1: C1=NC2=C(N1)C(=S)N=CN2.